Dataset: Catalyst prediction with 721,799 reactions and 888 catalyst types from USPTO. Task: Predict which catalyst facilitates the given reaction. (1) Reactant: [Cl:1][C:2]1[CH:3]=[C:4]2[C:9](=[CH:10][CH:11]=1)[CH:8]=[C:7]([S:12]([NH:15][C@H:16]1[CH2:20][CH2:19][N:18]([C@@H:21]([CH3:30])[C:22]([N:24]3[CH2:29][CH2:28][O:27][CH2:26][CH2:25]3)=[O:23])[C:17]1=[O:31])(=[O:14])=[O:13])[CH:6]=[CH:5]2.N(C(OC(C)C)=O)=NC(OC(C)C)=O.[O:46]1[CH:50]=[CH:49][C:48]([CH2:51]O)=[CH:47]1.C(P(CCCC)CCCC)CCC. Product: [Cl:1][C:2]1[CH:3]=[C:4]2[C:9](=[CH:10][CH:11]=1)[CH:8]=[C:7]([S:12]([N:15]([CH2:51][C:48]1[CH:49]=[CH:50][O:46][CH:47]=1)[C@H:16]1[CH2:20][CH2:19][N:18]([C@@H:21]([CH3:30])[C:22]([N:24]3[CH2:29][CH2:28][O:27][CH2:26][CH2:25]3)=[O:23])[C:17]1=[O:31])(=[O:14])=[O:13])[CH:6]=[CH:5]2. The catalyst class is: 1. (2) Reactant: [Cl:1][C:2]1[CH:3]=[CH:4][C:5]2[N:11]3[C:12]([N:15]4[CH2:20][CH2:19][CH:18]([C:21]5[CH:26]=[CH:25][CH:24]=[CH:23][N:22]=5)[CH2:17][CH2:16]4)=[N:13][N:14]=[C:10]3[CH2:9][NH:8][CH2:7][C:6]=2[CH:27]=1.C(N(CC)CC)C.[CH3:35][S:36](Cl)(=[O:38])=[O:37]. Product: [Cl:1][C:2]1[CH:3]=[CH:4][C:5]2[N:11]3[C:12]([N:15]4[CH2:20][CH2:19][CH:18]([C:21]5[CH:26]=[CH:25][CH:24]=[CH:23][N:22]=5)[CH2:17][CH2:16]4)=[N:13][N:14]=[C:10]3[CH2:9][N:8]([S:36]([CH3:35])(=[O:38])=[O:37])[CH2:7][C:6]=2[CH:27]=1. The catalyst class is: 46. (3) The catalyst class is: 2. Product: [F:20][C:17]1[CH:16]=[CH:15][C:14]([CH2:13][C:10]2([C:21]#[N:22])[CH2:11][CH2:12][NH:8][CH2:9]2)=[CH:19][CH:18]=1. Reactant: C(OC([N:8]1[CH2:12][CH2:11][C:10]([C:21]#[N:22])([CH2:13][C:14]2[CH:19]=[CH:18][C:17]([F:20])=[CH:16][CH:15]=2)[CH2:9]1)=O)(C)(C)C.FC(F)(F)C(O)=O. (4) Reactant: [CH3:1][O:2][C:3]1[CH:4]=[C:5]([S:9](Cl)(=[O:11])=[O:10])[CH:6]=[CH:7][CH:8]=1.[NH:13]1[CH2:18][CH2:17][O:16][CH2:15][CH2:14]1. Product: [CH3:1][O:2][C:3]1[CH:4]=[C:5]([S:9]([N:13]2[CH2:18][CH2:17][O:16][CH2:15][CH2:14]2)(=[O:11])=[O:10])[CH:6]=[CH:7][CH:8]=1. The catalyst class is: 21. (5) Reactant: [C:1]([Mg]Br)#[CH:2].[CH3:5][C:6]1[CH:11]2[CH2:12][CH:8]([CH2:9][CH2:10]2)[C:7]=1[CH2:13][CH:14]=[O:15].Cl. Product: [CH3:5][C:6]1[CH:11]2[CH2:12][CH:8]([CH2:9][CH2:10]2)[C:7]=1[CH2:13][CH:14]([OH:15])[C:1]#[CH:2]. The catalyst class is: 1. (6) Product: [Cl:1][C:2]1[CH:21]=[C:20]([Cl:22])[CH:19]=[CH:18][C:3]=1[O:4][CH2:5][C:6]([NH:8][C:9]1[CH:10]=[C:11]([CH:15]=[CH:16][CH:17]=1)[C:12]([NH:29][CH2:23][C:24]1[O:28][CH:27]=[CH:26][CH:25]=1)=[O:14])=[O:7]. Reactant: [Cl:1][C:2]1[CH:21]=[C:20]([Cl:22])[CH:19]=[CH:18][C:3]=1[O:4][CH2:5][C:6]([NH:8][C:9]1[CH:10]=[C:11]([CH:15]=[CH:16][CH:17]=1)[C:12]([OH:14])=O)=[O:7].[CH2:23]([NH2:29])[C:24]1[O:28][CH:27]=[CH:26][CH:25]=1.C1CN([P+](ON2N=NC3C=CC=CC2=3)(N2CCCC2)N2CCCC2)CC1.F[P-](F)(F)(F)(F)F. The catalyst class is: 456. (7) Reactant: [H-].[Na+].[N:3]1([CH2:8][CH2:9][CH2:10][CH2:11][C:12]2[CH:17]=[CH:16][C:15]([OH:18])=[CH:14][CH:13]=2)[CH:7]=[CH:6][N:5]=[N:4]1.Cl[CH2:20][C:21]1[N:22]=[C:23]([CH:26]=[CH:27][C:28]2[CH:33]=[CH:32][C:31]([S:34]([F:39])([F:38])([F:37])([F:36])[F:35])=[CH:30][CH:29]=2)[O:24][CH:25]=1.O. Product: [F:37][S:34]([F:35])([F:36])([F:38])([F:39])[C:31]1[CH:32]=[CH:33][C:28](/[CH:27]=[CH:26]/[C:23]2[O:24][CH:25]=[C:21]([CH2:20][O:18][C:15]3[CH:14]=[CH:13][C:12]([CH2:11][CH2:10][CH2:9][CH2:8][N:3]4[CH:7]=[CH:6][N:5]=[N:4]4)=[CH:17][CH:16]=3)[N:22]=2)=[CH:29][CH:30]=1. The catalyst class is: 3.